From a dataset of Full USPTO retrosynthesis dataset with 1.9M reactions from patents (1976-2016). Predict the reactants needed to synthesize the given product. Given the product [CH2:26]([N:17]1[C:18]2[C:23](=[CH:22][CH:21]=[CH:20][N:19]=2)[C:24]([OH:25])=[C:15]([C:13]2[NH:12][C:6]3[CH:7]=[CH:8][C:9]([Br:11])=[CH:10][C:5]=3[S:2](=[O:4])(=[O:3])[N:1]=2)[C:16]1=[O:33])[C:27]1[CH:28]=[CH:29][CH:30]=[CH:31][CH:32]=1, predict the reactants needed to synthesize it. The reactants are: [NH2:1][S:2]([C:5]1[CH:10]=[C:9]([Br:11])[CH:8]=[CH:7][C:6]=1[NH:12][C:13]([C:15]1[C:16](=[O:33])[N:17]([CH2:26][C:27]2[CH:32]=[CH:31][CH:30]=[CH:29][CH:28]=2)[C:18]2[C:23]([C:24]=1[OH:25])=[CH:22][CH:21]=[CH:20][N:19]=2)=O)(=[O:4])=[O:3].Cl.